Dataset: Forward reaction prediction with 1.9M reactions from USPTO patents (1976-2016). Task: Predict the product of the given reaction. (1) Given the reactants [CH3:1][C:2]1[CH:7]=[CH:6][C:5]([SH:8])=[CH:4][CH:3]=1.C(=O)([O-])[O-].[K+].[K+].C[N:16]([CH:18]=O)C, predict the reaction product. The product is: [CH3:5][CH2:4][CH2:3][CH:2]([CH3:7])[CH3:1].[CH3:1][C:2]1[CH:7]=[CH:6][C:5]([S:8][C:2]2[CH:7]=[CH:6][C:5]([S:8][C:5]3[CH:6]=[CH:7][C:2]([CH3:1])=[CH:3][CH:4]=3)=[C:4]([C:18]#[N:16])[C:3]=2[C:18]#[N:16])=[CH:4][CH:3]=1. (2) The product is: [C:29]([O:28][C:8]([N:16]1[CH2:21][CH2:20][C:19]2[N:22]=[CH:23][S:24][C:18]=2[CH:17]1[CH3:25])=[O:15])([CH3:32])([CH3:31])[CH3:30]. Given the reactants [H-].[Na+].C(O)CCC.[C:8]([N:16]1[CH2:21][CH2:20][C:19]2[N:22]=[CH:23][S:24][C:18]=2[CH:17]1[CH3:25])(=[O:15])C1C=CC=CC=1.C(OC([O:28][C:29]([CH3:32])([CH3:31])[CH3:30])=O)([O:28][C:29]([CH3:32])([CH3:31])[CH3:30])=O, predict the reaction product. (3) Given the reactants [OH:1][CH2:2][C:3]1[CH:8]=[CH:7][C:6]([S:9]([CH3:12])(=[O:11])=[O:10])=[CH:5][C:4]=1[OH:13].[Cl:14][CH2:15][CH:16]=O.OS(O)(=O)=O, predict the reaction product. The product is: [Cl:14][CH2:15][CH:16]1[O:13][C:4]2[CH:5]=[C:6]([S:9]([CH3:12])(=[O:10])=[O:11])[CH:7]=[CH:8][C:3]=2[CH2:2][O:1]1.